This data is from Catalyst prediction with 721,799 reactions and 888 catalyst types from USPTO. The task is: Predict which catalyst facilitates the given reaction. Reactant: [N:1]1([CH2:6][CH2:7][CH2:8][NH2:9])[CH:5]=[CH:4][N:3]=[CH:2]1.[F:10][C:11]1[CH:18]=[CH:17][CH:16]=[CH:15][C:12]=1[CH:13]=O.C([O:21][C:22](=O)[C:23](=[O:31])[CH2:24][C:25]1[CH:30]=[CH:29][CH:28]=[CH:27][CH:26]=1)C. Product: [F:10][C:11]1[CH:18]=[CH:17][CH:16]=[CH:15][C:12]=1[CH:13]1[N:9]([CH2:8][CH2:7][CH2:6][N:1]2[CH:5]=[CH:4][N:3]=[CH:2]2)[C:22](=[O:21])[C:23]([OH:31])=[C:24]1[C:25]1[CH:30]=[CH:29][CH:28]=[CH:27][CH:26]=1. The catalyst class is: 8.